This data is from Full USPTO retrosynthesis dataset with 1.9M reactions from patents (1976-2016). The task is: Predict the reactants needed to synthesize the given product. Given the product [CH2:7]([C:8]1[O:22][C:12]([C:13]2[CH:18]=[CH:17][C:16]([F:19])=[C:15]([CH:14]=2)[C:20]#[N:21])=[N:11][N:10]=1)[C:1]1[CH:2]=[CH:3][CH:4]=[CH:5][CH:6]=1, predict the reactants needed to synthesize it. The reactants are: [C:1]1([CH2:7][C:8]([NH:10][NH:11][C:12](=[O:22])[C:13]2[CH:18]=[CH:17][C:16]([F:19])=[C:15]([C:20]#[N:21])[CH:14]=2)=O)[CH:6]=[CH:5][CH:4]=[CH:3][CH:2]=1.O.